Dataset: hERG potassium channel inhibition data for cardiac toxicity prediction from Karim et al.. Task: Regression/Classification. Given a drug SMILES string, predict its toxicity properties. Task type varies by dataset: regression for continuous values (e.g., LD50, hERG inhibition percentage) or binary classification for toxic/non-toxic outcomes (e.g., AMES mutagenicity, cardiotoxicity, hepatotoxicity). Dataset: herg_karim. The molecule is C[C@@H](OC1CCC2NC1(c1ccccc1)CC2c1nnn(C)n1)c1cc(C(F)(F)F)cc(C(F)(F)F)c1. The result is 1 (blocker).